This data is from Catalyst prediction with 721,799 reactions and 888 catalyst types from USPTO. The task is: Predict which catalyst facilitates the given reaction. (1) Reactant: [Br:1][CH2:2][C:3]1[S:4][CH:5]=[CH:6][CH:7]=1.[CH2:8]([P:12]([CH2:17][CH2:18][CH2:19][CH3:20])[CH2:13][CH2:14][CH2:15][CH3:16])[CH2:9][CH2:10][CH3:11]. Product: [Br-:1].[S:4]1[CH:5]=[CH:6][CH:7]=[C:3]1[CH2:2][P+:12]([CH2:13][CH2:14][CH2:15][CH3:16])([CH2:17][CH2:18][CH2:19][CH3:20])[CH2:8][CH2:9][CH2:10][CH3:11]. The catalyst class is: 11. (2) Reactant: [N:1]1[CH:6]=[CH:5][C:4]([O:7][CH:8]([C:10]2[CH:18]=[CH:17][C:13]([C:14]([OH:16])=O)=[CH:12][CH:11]=2)[CH3:9])=[N:3][CH:2]=1.N1(O)C2C=CC=CC=2N=N1.Cl.CN(C)CCCN=C=NCC.C(N(CC)CC)C.[NH2:48][CH2:49][C:50]1[C:51]([OH:58])=[N:52][C:53]([CH3:57])=[CH:54][C:55]=1[CH3:56]. Product: [OH:58][C:51]1[C:50]([CH2:49][NH:48][C:14](=[O:16])[C:13]2[CH:12]=[CH:11][C:10]([CH:8]([O:7][C:4]3[CH:5]=[CH:6][N:1]=[CH:2][N:3]=3)[CH3:9])=[CH:18][CH:17]=2)=[C:55]([CH3:56])[CH:54]=[C:53]([CH3:57])[N:52]=1. The catalyst class is: 46. (3) Reactant: [BH4-].[Na+].[CH:3]1[C:12]2[C:7](=[CH:8][CH:9]=[C:10]([C:13]([O:15][CH3:16])=[O:14])[CH:11]=2)[CH:6]=[CH:5][C:4]=1[C:17](OC)=[O:18].CO.Cl. Product: [OH:18][CH2:17][C:4]1[CH:3]=[C:12]2[C:7]([CH:8]=[CH:9][C:10]([C:13]([O:15][CH3:16])=[O:14])=[CH:11]2)=[CH:6][CH:5]=1. The catalyst class is: 1. (4) Reactant: Br[C:2]1[CH:3]=[C:4]([CH:7]=[O:8])[S:5][CH:6]=1.[CH3:9][O:10][CH2:11][C:12]([NH2:14])=[O:13].CNCCNC.C(=O)([O-])[O-].[K+].[K+]. Product: [CH:7]([C:4]1[S:5][CH:6]=[C:2]([NH:14][C:12](=[O:13])[CH2:11][O:10][CH3:9])[CH:3]=1)=[O:8]. The catalyst class is: 321. (5) The catalyst class is: 14. Reactant: C[O:2][C:3](=[O:38])[CH2:4][CH2:5][C:6]1[CH:11]=[CH:10][C:9]([O:12][CH2:13][CH2:14][CH:15]([O:17][C:18]2[CH:23]=[CH:22][C:21]([O:24][C:25]([F:28])([F:27])[F:26])=[CH:20][C:19]=2[C:29](=[O:36])[C:30]2[CH:35]=[CH:34][CH:33]=[CH:32][CH:31]=2)[CH3:16])=[CH:8][C:7]=1[CH3:37].[OH-].[Na+]. Product: [C:29]([C:19]1[CH:20]=[C:21]([O:24][C:25]([F:26])([F:28])[F:27])[CH:22]=[CH:23][C:18]=1[O:17][CH:15]([CH3:16])[CH2:14][CH2:13][O:12][C:9]1[CH:10]=[CH:11][C:6]([CH2:5][CH2:4][C:3]([OH:38])=[O:2])=[C:7]([CH3:37])[CH:8]=1)(=[O:36])[C:30]1[CH:35]=[CH:34][CH:33]=[CH:32][CH:31]=1. (6) Reactant: [C:1]([O:9][C@H:10]([CH:25]=[CH2:26])[C@H:11]([O:17][CH2:18][C:19]1[CH:24]=[CH:23][CH:22]=[CH:21][CH:20]=1)[C@@H:12]([F:16])[CH:13]=[N:14][OH:15])(=[O:8])[C:2]1[CH:7]=[CH:6][CH:5]=[CH:4][CH:3]=1. Product: [C:1]([O:9][C@@H:10]1[C@@H:25]2[C@@H:13]([NH:14][O:15][CH2:26]2)[C@H:12]([F:16])[C@H:11]1[O:17][CH2:18][C:19]1[CH:20]=[CH:21][CH:22]=[CH:23][CH:24]=1)(=[O:8])[C:2]1[CH:3]=[CH:4][CH:5]=[CH:6][CH:7]=1. The catalyst class is: 11. (7) Reactant: [C:9](O[C:9]([O:11][C:12]([CH3:15])([CH3:14])[CH3:13])=[O:10])([O:11][C:12]([CH3:15])([CH3:14])[CH3:13])=[O:10].Cl.[Cl:17][C:18]1[CH:27]=[CH:26][C:25]2[CH2:24][NH:23][CH2:22][CH2:21][C:20]=2[N:19]=1.CCN(CC)CC. Product: [Cl:17][C:18]1[CH:27]=[CH:26][C:25]2[CH2:24][N:23]([C:9]([O:11][C:12]([CH3:13])([CH3:14])[CH3:15])=[O:10])[CH2:22][CH2:21][C:20]=2[N:19]=1. The catalyst class is: 64. (8) Reactant: Br[C:2]1[CH:7]=[CH:6][C:5]([Br:8])=[CH:4][N:3]=1.C([Li])CCC.[CH:14](=[O:18])[CH2:15][CH2:16][CH3:17]. Product: [Br:8][C:5]1[CH:6]=[CH:7][C:2]([CH:14]([OH:18])[CH2:15][CH2:16][CH3:17])=[N:3][CH:4]=1. The catalyst class is: 11. (9) Reactant: [NH:1]1[CH2:6][CH2:5][CH2:4][CH2:3][C:2]1=[O:7].CC(C)([O-])C.[K+].[O:14]1[CH2:16][CH:15]1[CH2:17][N:18]1[C:30]2[CH:29]=[CH:28][CH:27]=[CH:26][C:25]=2[C:24]2[C:19]1=[CH:20][CH:21]=[CH:22][CH:23]=2. Product: [CH:20]1[C:19]2[N:18]([CH2:17][CH:15]([OH:14])[CH2:16][N:1]3[CH2:6][CH2:5][CH2:4][CH2:3][C:2]3=[O:7])[C:30]3[C:25](=[CH:26][CH:27]=[CH:28][CH:29]=3)[C:24]=2[CH:23]=[CH:22][CH:21]=1. The catalyst class is: 58. (10) Reactant: [C:1]([C:3]1[CH:20]=[CH:19][C:6]2[CH2:7][CH2:8][N:9]([C:12]([O:14][C:15]([CH3:18])([CH3:17])[CH3:16])=[O:13])[CH2:10][CH2:11][C:5]=2[C:4]=1[CH3:21])#[N:2].Cl.[NH2:23][OH:24].C(=O)([O-])O.[Na+]. Product: [OH:24][NH:23][C:1](=[NH:2])[C:3]1[CH:20]=[CH:19][C:6]2[CH2:7][CH2:8][N:9]([C:12]([O:14][C:15]([CH3:17])([CH3:18])[CH3:16])=[O:13])[CH2:10][CH2:11][C:5]=2[C:4]=1[CH3:21]. The catalyst class is: 8.